Dataset: Reaction yield outcomes from USPTO patents with 853,638 reactions. Task: Predict the reaction yield, written as a fraction of the theoretical maximum amount of product (1.0 means a 100% yield; for example, 0.34 means a 34% yield). The reactants are [NH2:1][C:2]1[N:3]=[N+:4]([O-])[C:5]2[CH:11]=[C:10]([OH:12])[CH:9]=[CH:8][C:6]=2[N:7]=1.C(OCC)(=O)C. The catalyst is CN(C)C=O.CO.[Pd]. The product is [NH2:1][C:2]1[N:3]=[N:4][C:5]2[CH:11]=[C:10]([OH:12])[CH:9]=[CH:8][C:6]=2[N:7]=1. The yield is 0.760.